Dataset: Forward reaction prediction with 1.9M reactions from USPTO patents (1976-2016). Task: Predict the product of the given reaction. (1) Given the reactants [Cl:1][C:2]1[CH:12]=[CH:11][C:5]([C:6]([O:8]CC)=[O:7])=[CH:4][C:3]=1[O:13][C:14]1[CH:19]=[CH:18][N:17]=[C:16]([NH:20][C:21]2[S:22][CH:23]=[C:24]([CH3:26])[N:25]=2)[CH:15]=1.[OH-].[Na+], predict the reaction product. The product is: [ClH:1].[Cl:1][C:2]1[CH:12]=[CH:11][C:5]([C:6]([OH:8])=[O:7])=[CH:4][C:3]=1[O:13][C:14]1[CH:19]=[CH:18][N:17]=[C:16]([NH:20][C:21]2[S:22][CH:23]=[C:24]([CH3:26])[N:25]=2)[CH:15]=1. (2) Given the reactants [Br:1][C:2]1[CH:7]=[CH:6][C:5]([CH2:8][C:9]#[N:10])=[CH:4][CH:3]=1.[Cl:11][C:12]1[CH:17]=[C:16]([CH3:18])[CH:15]=[C:14]([Cl:19])[C:13]=1[O:20][CH2:21][CH2:22][O:23][C:24]1[CH:29]=[CH:28][C:27]([CH2:30]Br)=[CH:26][CH:25]=1, predict the reaction product. The product is: [Br:1][C:2]1[CH:7]=[CH:6][C:5]([CH:8]([CH2:30][C:27]2[CH:28]=[CH:29][C:24]([O:23][CH2:22][CH2:21][O:20][C:13]3[C:14]([Cl:19])=[CH:15][C:16]([CH3:18])=[CH:17][C:12]=3[Cl:11])=[CH:25][CH:26]=2)[C:9]#[N:10])=[CH:4][CH:3]=1.